Predict the reactants needed to synthesize the given product. From a dataset of Full USPTO retrosynthesis dataset with 1.9M reactions from patents (1976-2016). Given the product [NH2:9][CH2:8][C:7]1[CH:10]=[C:3]([O:2][CH3:1])[CH:4]=[CH:5][C:6]=1[CH2:11][N:12]([CH2:21][C:22]1[C:27]([CH3:28])=[CH:26][CH:25]=[CH:24][N:23]=1)[CH:13]([C:15]1[CH:20]=[CH:19][CH:18]=[CH:17][N:16]=1)[CH3:14], predict the reactants needed to synthesize it. The reactants are: [CH3:1][O:2][C:3]1[CH:4]=[CH:5][C:6]([CH2:11][N:12]([CH2:21][C:22]2[C:27]([CH3:28])=[CH:26][CH:25]=[CH:24][N:23]=2)[CH:13]([C:15]2[CH:20]=[CH:19][CH:18]=[CH:17][N:16]=2)[CH3:14])=[C:7]([CH:10]=1)[C:8]#[N:9].N.